Predict the reactants needed to synthesize the given product. From a dataset of Full USPTO retrosynthesis dataset with 1.9M reactions from patents (1976-2016). (1) Given the product [CH2:26]([N:33]1[C:4](=[O:5])[C:6]2[S:10][C:9]([CH3:11])=[N:8][C:7]=2[NH:36][C:34]1=[O:35])[C:27]1[CH:32]=[CH:31][CH:30]=[CH:29][CH:28]=1, predict the reactants needed to synthesize it. The reactants are: C(O[C:4]([C:6]1[S:10][C:9]([CH3:11])=[N:8][C:7]=1OS(C(F)(F)F)(=O)=O)=[O:5])C.C(=O)([O-])[O-].[Cs+].[Cs+].[CH2:26]([NH:33][C:34]([NH2:36])=[O:35])[C:27]1[CH:32]=[CH:31][CH:30]=[CH:29][CH:28]=1. (2) Given the product [C:1]([N:4]1[C:13]2[C:8](=[CH:9][C:10]([C:14]([NH:31][CH2:32][CH2:33][O:34][CH2:35][CH2:36][O:37][CH2:38][CH2:39][O:40][CH2:41][CH2:42][C:43]([O:45][C:46]([CH3:49])([CH3:48])[CH3:47])=[O:44])=[O:15])=[CH:11][CH:12]=2)[C@H:7]([NH:17][C:18]2[CH:23]=[CH:22][C:21]([N:24]3[CH2:25][CH2:26][O:27][CH2:28][CH2:29]3)=[CH:20][CH:19]=2)[CH2:6][C@@H:5]1[CH3:30])(=[O:3])[CH3:2], predict the reactants needed to synthesize it. The reactants are: [C:1]([N:4]1[C:13]2[C:8](=[CH:9][C:10]([C:14](O)=[O:15])=[CH:11][CH:12]=2)[CH:7]([NH:17][C:18]2[CH:23]=[CH:22][C:21]([N:24]3[CH2:29][CH2:28][O:27][CH2:26][CH2:25]3)=[CH:20][CH:19]=2)[CH2:6][C@@H:5]1[CH3:30])(=[O:3])[CH3:2].[NH2:31][CH2:32][CH2:33][O:34][CH2:35][CH2:36][O:37][CH2:38][CH2:39][O:40][CH2:41][CH2:42][C:43]([O:45][C:46]([CH3:49])([CH3:48])[CH3:47])=[O:44]. (3) Given the product [C:1]([O:5][C:6](=[O:26])[NH:7][CH:8]1[CH2:13][CH2:12][N:11]([C:14]2[N:15]([CH2:22][CH2:23][CH2:24][O:25][CH3:40])[C:16](=[O:21])[CH:17]=[C:18]([C:32]3[CH:33]=[CH:34][C:29]([C:27]#[N:28])=[C:30]([F:39])[CH:31]=3)[N:19]=2)[CH2:10][CH2:9]1)([CH3:4])([CH3:3])[CH3:2], predict the reactants needed to synthesize it. The reactants are: [C:1]([O:5][C:6](=[O:26])[NH:7][CH:8]1[CH2:13][CH2:12][N:11]([C:14]2[N:15]([CH2:22][CH2:23][CH2:24][OH:25])[C:16](=[O:21])[CH:17]=[C:18](Cl)[N:19]=2)[CH2:10][CH2:9]1)([CH3:4])([CH3:3])[CH3:2].[C:27]([C:29]1[CH:34]=[CH:33][C:32](OB(O)O)=[CH:31][C:30]=1[F:39])#[N:28].[C:40]([O-])([O-])=O.[Na+].[Na+]. (4) Given the product [Br:29][C:30]1[CH:31]=[C:32]2[C:36](=[CH:37][CH:38]=1)[NH:35][C:34]([C:48]([NH2:7])=[O:50])=[C:33]2[S:53]([N:73]1[CH2:74][CH2:75][NH:70][C:71](=[O:76])[CH2:72]1)(=[O:54])=[O:55], predict the reactants needed to synthesize it. The reactants are: ClC1C=C2C(=CC=1)[N:7](S(C1C=CC=CC=1)(=O)=O)C(C(OCC)=O)=C2S(Cl)(=O)=O.[Br:29][C:30]1[CH:31]=[C:32]2[C:36](=[CH:37][CH:38]=1)[N:35](S(C1C=CC=CC=1)(=O)=O)[C:34]([C:48]([O:50]CC)=O)=[C:33]2[S:53](Cl)(=[O:55])=[O:54].N1CCOCC1.FC(F)(F)C(O)=O.[NH:70]1[CH2:75][CH2:74][NH:73][CH2:72][C:71]1=[O:76]. (5) Given the product [C:29]([O:33][C:34]([N:20]1[C:21]2[C:26](=[CH:25][CH:24]=[C:23]([Cl:27])[CH:22]=2)[C:18](=[CH:17][C:11]2[CH:12]=[C:13]([Cl:16])[CH:14]=[CH:15][C:10]=2[O:9][C:5]2([C:3]([O:2][CH3:1])=[O:4])[CH2:8][CH2:7][CH2:6]2)[C:19]1=[O:28])=[O:35])([CH3:32])([CH3:31])[CH3:30], predict the reactants needed to synthesize it. The reactants are: [CH3:1][O:2][C:3]([C:5]1([O:9][C:10]2[CH:15]=[CH:14][C:13]([Cl:16])=[CH:12][C:11]=2/[CH:17]=[C:18]2\[C:19](=[O:28])[NH:20][C:21]3[C:26]\2=[CH:25][CH:24]=[C:23]([Cl:27])[CH:22]=3)[CH2:8][CH2:7][CH2:6]1)=[O:4].[C:29]([O:33][C:34](O[C:34]([O:33][C:29]([CH3:32])([CH3:31])[CH3:30])=[O:35])=[O:35])([CH3:32])([CH3:31])[CH3:30]. (6) Given the product [C:7]([C:6]1[CH:9]=[C:2]([NH:1][C:16](=[O:19])[N:27]([CH3:28])[CH3:26])[CH:3]=[CH:4][C:5]=1[S:10]([CH:13]([CH3:15])[CH3:14])(=[O:12])=[O:11])#[N:8], predict the reactants needed to synthesize it. The reactants are: [NH2:1][C:2]1[CH:3]=[CH:4][C:5]([S:10]([CH:13]([CH3:15])[CH3:14])(=[O:12])=[O:11])=[C:6]([CH:9]=1)[C:7]#[N:8].[C:16]([O-:19])(O)=O.[Na+].C(Cl)(Cl)=O.C[CH2:26][N:27](CC)[CH2:28]C.Cl.CNC. (7) Given the product [CH2:1]([O:5][CH2:6][CH2:7][O:8][C:9]1[CH:10]=[CH:11][C:12]([C:15]2[CH:16]=[CH:17][C:18]3[N:24]([CH2:25][CH:26]([CH3:27])[CH3:28])[CH2:23][CH2:22][C:21]([C:29]([NH:31][C:32]4[CH:33]=[CH:34][C:35]([S:38]([CH2:39][C:40]5[N:41]([CH3:45])[CH:42]=[CH:43][N:44]=5)=[O:55])=[CH:36][CH:37]=4)=[O:30])=[CH:20][C:19]=3[CH:46]=2)=[CH:13][CH:14]=1)[CH2:2][CH2:3][CH3:4], predict the reactants needed to synthesize it. The reactants are: [CH2:1]([O:5][CH2:6][CH2:7][O:8][C:9]1[CH:14]=[CH:13][C:12]([C:15]2[CH:16]=[CH:17][C:18]3[N:24]([CH2:25][CH:26]([CH3:28])[CH3:27])[CH2:23][CH2:22][C:21]([C:29]([NH:31][C:32]4[CH:37]=[CH:36][C:35]([S:38][CH2:39][C:40]5[N:41]([CH3:45])[CH:42]=[CH:43][N:44]=5)=[CH:34][CH:33]=4)=[O:30])=[CH:20][C:19]=3[CH:46]=2)=[CH:11][CH:10]=1)[CH2:2][CH2:3][CH3:4].ClC1C=CC=C(C(OO)=[O:55])C=1.S([O-])([O-])(=O)=S.[Na+].[Na+]. (8) Given the product [CH2:14]([C:8]1[CH:9]=[CH:10][CH:11]=[C:12]([F:13])[C:7]=1[CH:6]=[O:17])[CH3:15], predict the reactants needed to synthesize it. The reactants are: C(/N=[CH:6]/[C:7]1[C:12]([F:13])=[CH:11][CH:10]=[CH:9][C:8]=1[CH2:14][CH3:15])CCC.S(=O)(=O)(O)[OH:17]. (9) The reactants are: Br[C:2]1[CH:3]=[CH:4][C:5]2[C:6]3[N:14]([CH2:15][CH2:16][CH2:17][O:18][CH:19]([CH3:21])[CH3:20])[C:13]([CH2:22][O:23][CH2:24][CH3:25])=[N:12][C:7]=3[CH:8]=[N:9][C:10]=2[CH:11]=1.[CH2:26]([N:30]1[C:38](=[O:39])[C:37]2[C:32](=[CH:33][CH:34]=[CH:35][CH:36]=2)[C:31]1=[O:40])[CH2:27][CH:28]=[CH2:29].C(=O)([O-])[O-].[Cs+].[Cs+].C1(P(C2C=CC=CC=2)C2C=CC=CC=2)C=CC=CC=1. Given the product [CH2:24]([O:23][CH2:22][C:13]1[N:14]([CH2:15][CH2:16][CH2:17][O:18][CH:19]([CH3:21])[CH3:20])[C:6]2[C:5]3[CH:4]=[CH:3][C:2](/[CH:29]=[CH:28]/[CH2:27][CH2:26][N:30]4[C:38](=[O:39])[C:37]5[C:32](=[CH:33][CH:34]=[CH:35][CH:36]=5)[C:31]4=[O:40])=[CH:11][C:10]=3[N:9]=[CH:8][C:7]=2[N:12]=1)[CH3:25], predict the reactants needed to synthesize it. (10) Given the product [CH3:19][O:18][C:15]1[CH:14]=[CH:13][C:12]([C@@H:10]2[C@@H:9]([O:20][CH2:21][C:22]3[CH:23]=[CH:24][C:25]4[O:30][CH2:29][CH2:28][N:27]([CH2:31][CH2:32][CH2:33][O:34][CH3:35])[C:26]=4[CH:36]=3)[CH2:8][N:7]([S:37]([C:40]3[CH:45]=[CH:44][C:43]([CH3:46])=[CH:42][CH:41]=3)(=[O:38])=[O:39])[C@H:6]([CH2:4][OH:3])[CH2:11]2)=[CH:17][CH:16]=1, predict the reactants needed to synthesize it. The reactants are: C([O:3][C:4]([C@@H:6]1[CH2:11][C@H:10]([C:12]2[CH:17]=[CH:16][C:15]([O:18][CH3:19])=[CH:14][CH:13]=2)[C@@H:9]([O:20][CH2:21][C:22]2[CH:23]=[CH:24][C:25]3[O:30][CH2:29][CH2:28][N:27]([CH2:31][CH2:32][CH2:33][O:34][CH3:35])[C:26]=3[CH:36]=2)[CH2:8][N:7]1[S:37]([C:40]1[CH:45]=[CH:44][C:43]([CH3:46])=[CH:42][CH:41]=1)(=[O:39])=[O:38])=O)C.[H-].[Al+3].[Li+].[H-].[H-].[H-].